This data is from Reaction yield outcomes from USPTO patents with 853,638 reactions. The task is: Predict the reaction yield, written as a fraction of the theoretical maximum amount of product (1.0 means a 100% yield; for example, 0.34 means a 34% yield). The reactants are C(=O)[CH2:2][CH2:3][CH2:4][CH2:5][CH2:6][CH3:7].F[C:10](F)(F)[C:11](O)=O.[NH2:16][C:17]1[CH:21]=[CH:20][S:19][CH:18]=1.[OH-].[Na+]. The catalyst is ClCCl.O.C(OCC)C. The product is [CH2:7]([N:16]1[C:17]2=[CH:21][CH2:20][S:19][C:18]2=[CH:17][C:18]2[S:19][CH:20]=[CH:10][C:11]1=2)[CH2:6][CH2:5][CH2:4][CH2:3][CH3:2]. The yield is 0.450.